From a dataset of Reaction yield outcomes from USPTO patents with 853,638 reactions. Predict the reaction yield, written as a fraction of the theoretical maximum amount of product (1.0 means a 100% yield; for example, 0.34 means a 34% yield). (1) The reactants are Br[C:2]1[S:6][C:5]([NH:7][C:8]([NH:10][C:11]2[CH:16]=[CH:15][C:14]([CH3:17])=[CH:13][C:12]=2[C:18]([CH:20]2[CH2:24][CH2:23][CH2:22][CH2:21]2)=[O:19])=[O:9])=[N:4][CH:3]=1.[SH:25][C:26]1[N:31]=[CH:30][CH:29]=[CH:28][N:27]=1. No catalyst specified. The product is [CH:20]1([C:18]([C:12]2[CH:13]=[C:14]([CH3:17])[CH:15]=[CH:16][C:11]=2[NH:10][C:8]([NH:7][C:5]2[S:6][C:2]([S:25][C:26]3[N:31]=[CH:30][CH:29]=[CH:28][N:27]=3)=[CH:3][N:4]=2)=[O:9])=[O:19])[CH2:24][CH2:23][CH2:22][CH2:21]1. The yield is 0.320. (2) The reactants are Cl[C:2]1[S:3][C:4]2[C:10]([N+:11]([O-:13])=[O:12])=[CH:9][CH:8]=[CH:7][C:5]=2[N:6]=1.[CH3:14][CH:15]([NH2:22])[C:16]1[CH:21]=[CH:20][CH:19]=[CH:18][CH:17]=1. The catalyst is CN1CCCC1=O.O. The product is [N+:11]([C:10]1[C:4]2[S:3][C:2]([NH:22][CH:15]([C:16]3[CH:21]=[CH:20][CH:19]=[CH:18][CH:17]=3)[CH3:14])=[N:6][C:5]=2[CH:7]=[CH:8][CH:9]=1)([O-:13])=[O:12]. The yield is 0.740.